Dataset: Full USPTO retrosynthesis dataset with 1.9M reactions from patents (1976-2016). Task: Predict the reactants needed to synthesize the given product. (1) Given the product [C:48]([OH:55])(=[O:54])/[CH:49]=[CH:50]/[C:51]([OH:53])=[O:52].[CH3:25][C:23]([CH3:24])([CH3:26])[CH2:22][NH:21][C:20](=[O:27])[C@H:18]([CH3:19])[CH2:17][C@H:16]([OH:28])[C@@H:15]([NH2:14])[CH2:29][N:30]1[CH2:35][C:34](=[O:36])[N:33]([C:37]2[CH:42]=[C:41]([F:43])[CH:40]=[CH:39][C:38]=2[Cl:44])[CH2:32][C:31]1([CH3:45])[CH3:46].[NH2:83][C@@H:64]([CH2:65][N:66]1[CH2:71][C:70](=[O:72])[N:69]([C:73]2[CH:78]=[C:77]([F:79])[CH:76]=[CH:75][C:74]=2[Cl:80])[CH2:68][C:67]1([CH3:81])[CH3:82])[C@@H:63]([OH:84])[CH2:62][C@@H:61]([CH3:85])[C:60]([NH:59][CH2:58][C:57]([CH3:87])([CH3:56])[CH3:88])=[O:86], predict the reactants needed to synthesize it. The reactants are: FC(F)(F)C(O)=O.C(OC(=O)[NH:14][C@@H:15]([CH2:29][N:30]1[CH2:35][C:34](=[O:36])[N:33]([C:37]2[CH:42]=[C:41]([F:43])[CH:40]=[CH:39][C:38]=2[Cl:44])[CH2:32][C:31]1([CH3:46])[CH3:45])[C@@H:16]([OH:28])[CH2:17][C@H:18]([C:20](=[O:27])[NH:21][CH2:22][C:23]([CH3:26])([CH3:25])[CH3:24])[CH3:19])(C)(C)C.[C:48]([OH:55])(=[O:54])/[CH:49]=[CH:50]/[C:51]([OH:53])=[O:52].[CH3:56][C:57]([CH3:88])([CH3:87])[CH2:58][NH:59][C:60](=[O:86])[C@H:61]([CH3:85])[CH2:62][C@H:63]([OH:84])[C@@H:64]([NH2:83])[CH2:65][N:66]1[CH2:71][C:70](=[O:72])[N:69]([C:73]2[CH:78]=[C:77]([F:79])[CH:76]=[CH:75][C:74]=2[Cl:80])[CH2:68][C:67]1([CH3:82])[CH3:81]. (2) Given the product [CH2:1]([O:8][C:9]([N:11]1[CH2:16][C@H:15]([O:17][CH2:18][C:19]2[CH:20]=[CH:21][C:22]3[O:27][CH2:26][CH2:25][N:24]([CH2:28][CH2:29][CH2:30][O:31][CH3:32])[C:23]=3[CH:33]=2)[C@@H:14]([C:34]2[CH:39]=[CH:38][C:37]([O:40][CH3:41])=[CH:36][CH:35]=2)[CH2:13][C@H:12]1[CH2:42][CH2:43][O:44][CH3:49])=[O:10])[C:2]1[CH:7]=[CH:6][CH:5]=[CH:4][CH:3]=1, predict the reactants needed to synthesize it. The reactants are: [CH2:1]([O:8][C:9]([N:11]1[CH2:16][C@H:15]([O:17][CH2:18][C:19]2[CH:20]=[CH:21][C:22]3[O:27][CH2:26][CH2:25][N:24]([CH2:28][CH2:29][CH2:30][O:31][CH3:32])[C:23]=3[CH:33]=2)[C@@H:14]([C:34]2[CH:39]=[CH:38][C:37]([O:40][CH3:41])=[CH:36][CH:35]=2)[CH2:13][C@H:12]1[CH2:42][CH2:43][O:44]S(C)(=O)=O)=[O:10])[C:2]1[CH:7]=[CH:6][CH:5]=[CH:4][CH:3]=1.[CH3:49][O-].[Na+].